This data is from Reaction yield outcomes from USPTO patents with 853,638 reactions. The task is: Predict the reaction yield, written as a fraction of the theoretical maximum amount of product (1.0 means a 100% yield; for example, 0.34 means a 34% yield). (1) The reactants are [CH3:1][C:2]1[N:6]([CH2:7][C:8]2[C:17]3[C:12](=[CH:13][CH:14]=[CH:15][CH:16]=3)[CH:11]=[CH:10][CH:9]=2)[C:5]2[CH:18]=[C:19]([N:25]3[CH2:30][CH2:29][O:28][CH2:27][CH2:26]3)[CH:20]=[C:21]([C:22]([NH2:24])=[O:23])[C:4]=2[N:3]=1. The catalyst is CN(C(OC)OC)C. The product is [CH3:5][N:6](/[CH:7]=[N:24]/[C:22]([C:21]1[C:4]2[N:3]=[C:2]([CH3:1])[N:6]([CH2:7][C:8]3[C:17]4[C:12](=[CH:13][CH:14]=[CH:15][CH:16]=4)[CH:11]=[CH:10][CH:9]=3)[C:5]=2[CH:18]=[C:19]([N:25]2[CH2:30][CH2:29][O:28][CH2:27][CH2:26]2)[CH:20]=1)=[O:23])[CH3:2]. The yield is 0.760. (2) The reactants are Cl.[NH:2]([C:4]1[CH:9]=[C:8]([C:10]#[N:11])[CH:7]=[CH:6][N:5]=1)[NH2:3].CN(C)/[CH:14]=[CH:15]/[C:16]([C:18]1[CH:23]=[CH:22][C:21]([S:24]([CH3:27])(=[O:26])=[O:25])=[CH:20][CH:19]=1)=O. No catalyst specified. The product is [CH3:27][S:24]([C:21]1[CH:22]=[CH:23][C:18]([C:16]2[N:2]([C:4]3[CH:9]=[C:8]([C:10]#[N:11])[CH:7]=[CH:6][N:5]=3)[N:3]=[CH:14][CH:15]=2)=[CH:19][CH:20]=1)(=[O:25])=[O:26]. The yield is 1.00. (3) The reactants are [C:1]1([CH3:11])[CH:6]=[CH:5][C:4]([S:7]([O-:10])(=[O:9])=[O:8])=[CH:3][CH:2]=1.C([O:16][C:17]1[CH:22]=[CH:21][C:20]([S+:23]([C:30]2[CH:35]=[CH:34][CH:33]=[CH:32][CH:31]=2)[C:24]2[CH:29]=[CH:28][CH:27]=[CH:26][CH:25]=2)=[CH:19][CH:18]=1)(C)(C)C. The catalyst is O.C1(C)C=CC(S(O)(=O)=O)=CC=1.CO. The product is [C:1]1([CH3:11])[CH:2]=[CH:3][C:4]([S:7]([O-:10])(=[O:8])=[O:9])=[CH:5][CH:6]=1.[OH:16][C:17]1[CH:22]=[CH:21][C:20]([S+:23]([C:30]2[CH:31]=[CH:32][CH:33]=[CH:34][CH:35]=2)[C:24]2[CH:29]=[CH:28][CH:27]=[CH:26][CH:25]=2)=[CH:19][CH:18]=1. The yield is 0.960.